From a dataset of Catalyst prediction with 721,799 reactions and 888 catalyst types from USPTO. Predict which catalyst facilitates the given reaction. Reactant: [N:1]1[CH:6]=[CH:5][CH:4]=[CH:3][C:2]=1[C:7]1[N:8]=[C:9]([NH:15][C:16]2[N:21]=[CH:20][CH:19]=[CH:18][N:17]=2)[S:10][C:11]=1[C:12]([OH:14])=[O:13].[C:22](OC(O[C:22]([CH3:25])([CH3:24])[CH3:23])N(C)C)([CH3:25])([CH3:24])[CH3:23]. Product: [C:22]([N:15]([C:16]1[N:17]=[CH:18][CH:19]=[CH:20][N:21]=1)[C:9]1[S:10][C:11]([C:12]([O:14][C:22]([CH3:25])([CH3:24])[CH3:23])=[O:13])=[C:7]([C:2]2[CH:3]=[CH:4][CH:5]=[CH:6][N:1]=2)[N:8]=1)([CH3:25])([CH3:24])[CH3:23]. The catalyst class is: 11.